This data is from Full USPTO retrosynthesis dataset with 1.9M reactions from patents (1976-2016). The task is: Predict the reactants needed to synthesize the given product. (1) Given the product [C:10]1([C:8]2[N:9]=[CH:4][N:5]=[C:6]([C:16]3[CH:17]=[CH:18][CH:19]=[CH:20][CH:21]=3)[N:7]=2)[CH:15]=[CH:14][CH:13]=[CH:12][CH:11]=1, predict the reactants needed to synthesize it. The reactants are: [H-].[Na+].Cl[C:4]1[N:9]=[C:8]([C:10]2[CH:15]=[CH:14][CH:13]=[CH:12][CH:11]=2)[N:7]=[C:6]([C:16]2[CH:21]=[CH:20][CH:19]=[CH:18][CH:17]=2)[N:5]=1. (2) Given the product [Cl:1][C:2]1[CH:7]=[C:6]([C:8]2[CH:9]=[N:10][CH:11]=[CH:12][CH:13]=2)[CH:5]=[CH:4][C:3]=1[C:14]1[S:18][C:17]([NH:19][C:26]([C:24]2[O:25][C:21]([Br:20])=[CH:22][CH:23]=2)=[O:27])=[N:16][CH:15]=1, predict the reactants needed to synthesize it. The reactants are: [Cl:1][C:2]1[CH:7]=[C:6]([C:8]2[CH:9]=[N:10][CH:11]=[CH:12][CH:13]=2)[CH:5]=[CH:4][C:3]=1[C:14]1[S:18][C:17]([NH2:19])=[N:16][CH:15]=1.[Br:20][C:21]1[O:25][C:24]([C:26](O)=[O:27])=[CH:23][CH:22]=1.CCN(C(C)C)C(C)C. (3) Given the product [CH3:9][O:10][C:11]1[CH:16]=[CH:15][C:14]([C:2]2[CH:7]=[N:6][NH:5][C:4](=[O:8])[CH:3]=2)=[CH:13][CH:12]=1, predict the reactants needed to synthesize it. The reactants are: Cl[C:2]1[CH:7]=[N:6][NH:5][C:4](=[O:8])[CH:3]=1.[CH3:9][O:10][C:11]1[CH:16]=[CH:15][C:14](B(O)O)=[CH:13][CH:12]=1.C(=O)([O-])[O-].[Na+].[Na+]. (4) The reactants are: Cl[C:2]1[C:11]2=[N:12][N:13](CC3C=CC(OC)=CC=3)[CH:14]=[C:10]2[C:9]2[CH:8]=[C:7]([O:24][CH3:25])[CH:6]=[CH:5][C:4]=2[N:3]=1.[NH:26]1[C:30]2[CH:31]=[CH:32][C:33]([NH2:35])=[CH:34][C:29]=2[N:28]=[CH:27]1.Cl. Given the product [NH:26]1[C:30]2[CH:31]=[CH:32][C:33]([NH:35][C:2]3[C:11]4=[N:12][NH:13][CH:14]=[C:10]4[C:9]4[CH:8]=[C:7]([O:24][CH3:25])[CH:6]=[CH:5][C:4]=4[N:3]=3)=[CH:34][C:29]=2[N:28]=[CH:27]1, predict the reactants needed to synthesize it. (5) Given the product [C:30]([CH2:31][NH:32][C:25]([C:24]1[N:7]2[CH2:8][CH2:9][O:10][C:11]3[CH:16]=[C:15]([F:17])[C:14]([C:18]#[C:19][C:20]([OH:23])([CH3:22])[CH3:21])=[CH:13][C:12]=3[C:6]2=[N:5][C:4]=1[C:1]([NH2:2])=[O:3])=[O:26])#[N:29], predict the reactants needed to synthesize it. The reactants are: [C:1]([C:4]1[N:5]=[C:6]2[C:12]3[CH:13]=[C:14]([C:18]#[C:19][C:20]([OH:23])([CH3:22])[CH3:21])[C:15]([F:17])=[CH:16][C:11]=3[O:10][CH2:9][CH2:8][N:7]2[C:24]=1[C:25](O)=[O:26])(=[O:3])[NH2:2].Cl.[NH2:29][CH2:30][C:31]#[N:32].